This data is from Catalyst prediction with 721,799 reactions and 888 catalyst types from USPTO. The task is: Predict which catalyst facilitates the given reaction. (1) Reactant: [CH2:1]([O:5][C:6]1[CH:11]=[CH:10][C:9]([C:12](=O)[CH2:13][C:14]([C:16]2[CH:25]=[CH:24][C:19]([C:20]([O:22][CH3:23])=[O:21])=[CH:18][CH:17]=2)=O)=[CH:8][CH:7]=1)[CH2:2][CH2:3][CH3:4].O.[NH2:28][NH2:29].C(O)(=O)C. Product: [CH2:1]([O:5][C:6]1[CH:11]=[CH:10][C:9]([C:12]2[CH:13]=[C:14]([C:16]3[CH:25]=[CH:24][C:19]([C:20]([O:22][CH3:23])=[O:21])=[CH:18][CH:17]=3)[NH:29][N:28]=2)=[CH:8][CH:7]=1)[CH2:2][CH2:3][CH3:4]. The catalyst class is: 8. (2) Reactant: [S:1]([C:5]([C:8]([C:11]([C:14]([F:17])([F:16])[F:15])([F:13])[F:12])([F:10])[F:9])([F:7])[F:6])([O-:4])(=[O:3])=[O:2].[K+].S([O-])(O)(=O)=O.[CH3:24][C:25]1[CH:30]=[CH:29][C:28]([I+:31][C:32]2[CH:37]=[CH:36][C:35]([CH2:38][CH:39]([CH3:41])[CH3:40])=[CH:34][CH:33]=2)=[CH:27][CH:26]=1.C(Cl)Cl. Product: [S:1]([C:5]([C:8]([C:11]([C:14]([F:15])([F:16])[F:17])([F:12])[F:13])([F:10])[F:9])([F:7])[F:6])([O-:4])(=[O:3])=[O:2].[CH3:24][C:25]1[CH:26]=[CH:27][C:28]([I+:31][C:32]2[CH:37]=[CH:36][C:35]([CH2:38][CH:39]([CH3:41])[CH3:40])=[CH:34][CH:33]=2)=[CH:29][CH:30]=1. The catalyst class is: 72. (3) Reactant: [C:1]([O:5][C:6]([N:8]1[CH2:13][CH2:12][CH:11]([CH2:14][OH:15])[CH2:10][CH2:9]1)=[O:7])([CH3:4])([CH3:3])[CH3:2].[H-].[Na+].[Br:18][C:19]1[CH:24]=[CH:23][C:22]([CH2:25]Br)=[C:21]([C:27]([F:30])([F:29])[F:28])[CH:20]=1.[Cl-].[NH4+]. Product: [Br:18][C:19]1[CH:24]=[CH:23][C:22]([CH2:25][O:15][CH2:14][CH:11]2[CH2:12][CH2:13][N:8]([C:6]([O:5][C:1]([CH3:4])([CH3:3])[CH3:2])=[O:7])[CH2:9][CH2:10]2)=[C:21]([C:27]([F:28])([F:29])[F:30])[CH:20]=1. The catalyst class is: 31. (4) Reactant: [CH2:1]([C:3]1[CH:4]=[C:5]([C:10]2[N:15]=[C:14]([C:16]([O:18][CH3:19])=[O:17])[CH:13]=[CH:12][CH:11]=2)[CH:6]=[CH:7][C:8]=1[OH:9])[CH3:2].[C:20](=O)([O-])[O-].[K+].[K+].CI. Product: [CH2:1]([C:3]1[CH:4]=[C:5]([C:10]2[N:15]=[C:14]([C:16]([O:18][CH3:19])=[O:17])[CH:13]=[CH:12][CH:11]=2)[CH:6]=[CH:7][C:8]=1[O:9][CH3:20])[CH3:2]. The catalyst class is: 3. (5) Reactant: [CH3:1][C:2]1[NH:6][N:5]=[C:4]([C:7]([O:9]C)=[O:8])[CH:3]=1.[OH-].[Na+].O. Product: [CH3:1][C:2]1[NH:6][N:5]=[C:4]([C:7]([OH:9])=[O:8])[CH:3]=1. The catalyst class is: 5. (6) Reactant: [Br:1][C:2]1[CH:3]=[CH:4][C:5]([O:33][C:34]([C:37]([O:39]CC)=[O:38])([CH3:36])[CH3:35])=[C:6]([CH:8]2[CH2:13][C:12](=[O:14])[NH:11][CH:10]([C:15]3[CH:20]=[C:19]([F:21])[CH:18]=[CH:17][C:16]=3[CH3:22])[C:9]32[C:30]2[C:25](=[CH:26][C:27]([Cl:31])=[CH:28][CH:29]=2)[NH:24][C:23]3=[O:32])[CH:7]=1.[OH-].[Na+]. Product: [Br:1][C:2]1[CH:3]=[CH:4][C:5]([O:33][C:34]([C:37]([OH:39])=[O:38])([CH3:36])[CH3:35])=[C:6]([CH:8]2[CH2:13][C:12](=[O:14])[NH:11][CH:10]([C:15]3[CH:20]=[C:19]([F:21])[CH:18]=[CH:17][C:16]=3[CH3:22])[C:9]32[C:30]2[C:25](=[CH:26][C:27]([Cl:31])=[CH:28][CH:29]=2)[NH:24][C:23]3=[O:32])[CH:7]=1. The catalyst class is: 24.